This data is from Forward reaction prediction with 1.9M reactions from USPTO patents (1976-2016). The task is: Predict the product of the given reaction. (1) Given the reactants [C:1]([O:5][C:6](=[O:16])[NH:7][C:8]1([C:11]2[O:12][CH:13]=[CH:14][CH:15]=2)[CH2:10][CH2:9]1)([CH3:4])([CH3:3])[CH3:2].[I:17]N1C(=O)CCC1=O, predict the reaction product. The product is: [C:1]([O:5][C:6](=[O:16])[NH:7][C:8]1([C:11]2[O:12][C:13]([I:17])=[CH:14][CH:15]=2)[CH2:9][CH2:10]1)([CH3:4])([CH3:2])[CH3:3]. (2) The product is: [C:1]([NH:4][C:5]1[S:6][CH:7]=[C:8]([C:10]([NH:13][C:14]2[CH:15]=[CH:16][C:17]([NH:20][C:21](=[O:27])[O:22][C:23]([CH3:25])([CH3:24])[CH3:26])=[CH:18][CH:19]=2)=[O:12])[N:9]=1)(=[O:3])[CH3:2]. Given the reactants [C:1]([NH:4][C:5]1[S:6][CH:7]=[C:8]([C:10]([OH:12])=O)[N:9]=1)(=[O:3])[CH3:2].[NH2:13][C:14]1[CH:19]=[CH:18][C:17]([NH:20][C:21](=[O:27])[O:22][C:23]([CH3:26])([CH3:25])[CH3:24])=[CH:16][CH:15]=1.Cl.C(N=C=NCCCN(C)C)C.ON1C2C=CC=CC=2N=N1, predict the reaction product. (3) The product is: [CH2:1]([O:3][C:4](=[O:26])[C:5]([O:8][C:9]1[CH:10]=[C:11]([O:24][CH3:25])[CH:12]=[C:13]([C:15](=[O:23])[NH:16][CH:17]2[CH2:18][CH2:19][N:20]([CH2:33][C:32]3[CH:35]=[C:36]([O:43][CH2:44][CH3:45])[C:37]([N:38]4[CH:42]=[CH:41][CH:40]=[CH:39]4)=[C:30]([O:29][CH2:27][CH3:28])[CH:31]=3)[CH2:21][CH2:22]2)[CH:14]=1)([CH3:6])[CH3:7])[CH3:2]. Given the reactants [CH2:1]([O:3][C:4](=[O:26])[C:5]([O:8][C:9]1[CH:14]=[C:13]([C:15](=[O:23])[NH:16][CH:17]2[CH2:22][CH2:21][NH:20][CH2:19][CH2:18]2)[CH:12]=[C:11]([O:24][CH3:25])[CH:10]=1)([CH3:7])[CH3:6])[CH3:2].[CH2:27]([O:29][C:30]1[CH:31]=[C:32]([CH:35]=[C:36]([O:43][CH2:44][CH3:45])[C:37]=1[N:38]1[CH:42]=[CH:41][CH:40]=[CH:39]1)[CH:33]=O)[CH3:28].C([BH3-])#N.[Na+].C(N(C(C)C)C(C)C)C, predict the reaction product. (4) Given the reactants [CH3:1][N:2]1[C@@H:12]2[CH2:13][C:14]3[CH:19]=[CH:18][C:17]([O:20][CH3:21])=[C:16]4[O:22][CH:6]5[C:7]([CH:9]=[CH:10][C@:11]2([OH:23])[C@:5]5([C:15]=34)[CH2:4][CH2:3]1)=[O:8], predict the reaction product. The product is: [CH3:1][N:2]1[C@@H:12]2[CH2:13][C:14]3[CH:19]=[CH:18][C:17]([O:20][CH3:21])=[C:16]4[O:22][C@H:6]5[C:7]([CH2:9][CH2:10][C@:11]2([OH:23])[C@:5]5([C:15]=34)[CH2:4][CH2:3]1)=[O:8].